From a dataset of Full USPTO retrosynthesis dataset with 1.9M reactions from patents (1976-2016). Predict the reactants needed to synthesize the given product. (1) Given the product [CH3:1][O:2][C:3]1[CH:8]=[C:7]([C:9]([NH:11][C:13](=[O:19])/[CH:14]=[CH:15]\[C:16]([OH:18])=[O:17])=[O:10])[CH:6]=[CH:5][N:4]=1, predict the reactants needed to synthesize it. The reactants are: [CH3:1][O:2][C:3]1[CH:8]=[C:7]([C:9]([NH:11]N)=[O:10])[CH:6]=[CH:5][N:4]=1.[C:13]1(=[O:19])[O:18][C:16](=[O:17])[CH:15]=[CH:14]1. (2) Given the product [OH:2][C:3]1([CH2:16][CH:17]=[O:20])[CH2:15][CH2:14][C:6]2([O:7][CH2:8][C:9]([CH3:12])([CH3:13])[CH2:10][O:11]2)[CH2:5][CH2:4]1, predict the reactants needed to synthesize it. The reactants are: O.[OH:2][C:3]1([CH2:16][CH:17]([OH:20])CO)[CH2:15][CH2:14][C:6]2([O:11][CH2:10][C:9]([CH3:13])([CH3:12])[CH2:8][O:7]2)[CH2:5][CH2:4]1.